This data is from NCI-60 drug combinations with 297,098 pairs across 59 cell lines. The task is: Regression. Given two drug SMILES strings and cell line genomic features, predict the synergy score measuring deviation from expected non-interaction effect. (1) Drug 1: C1=NC2=C(N=C(N=C2N1C3C(C(C(O3)CO)O)O)F)N. Drug 2: CC1=C(C(CCC1)(C)C)C=CC(=CC=CC(=CC(=O)O)C)C. Cell line: RPMI-8226. Synergy scores: CSS=42.1, Synergy_ZIP=3.94, Synergy_Bliss=-2.02, Synergy_Loewe=-22.9, Synergy_HSA=0.229. (2) Drug 1: CC12CCC3C(C1CCC2O)C(CC4=C3C=CC(=C4)O)CCCCCCCCCS(=O)CCCC(C(F)(F)F)(F)F. Drug 2: CN(CC1=CN=C2C(=N1)C(=NC(=N2)N)N)C3=CC=C(C=C3)C(=O)NC(CCC(=O)O)C(=O)O. Cell line: OVCAR-4. Synergy scores: CSS=38.8, Synergy_ZIP=-0.779, Synergy_Bliss=-1.74, Synergy_Loewe=-49.1, Synergy_HSA=-2.68. (3) Drug 1: CC1OCC2C(O1)C(C(C(O2)OC3C4COC(=O)C4C(C5=CC6=C(C=C35)OCO6)C7=CC(=C(C(=C7)OC)O)OC)O)O. Drug 2: CC=C1C(=O)NC(C(=O)OC2CC(=O)NC(C(=O)NC(CSSCCC=C2)C(=O)N1)C(C)C)C(C)C. Cell line: KM12. Synergy scores: CSS=73.2, Synergy_ZIP=-5.53, Synergy_Bliss=-4.02, Synergy_Loewe=-1.93, Synergy_HSA=1.20. (4) Cell line: NCI-H226. Drug 1: CN(CC1=CN=C2C(=N1)C(=NC(=N2)N)N)C3=CC=C(C=C3)C(=O)NC(CCC(=O)O)C(=O)O. Synergy scores: CSS=25.9, Synergy_ZIP=-3.10, Synergy_Bliss=2.61, Synergy_Loewe=-13.6, Synergy_HSA=0.270. Drug 2: C1C(C(OC1N2C=NC3=C2NC=NCC3O)CO)O. (5) Drug 1: C1=CC(=C2C(=C1NCCNCCO)C(=O)C3=C(C=CC(=C3C2=O)O)O)NCCNCCO. Drug 2: C1=C(C(=O)NC(=O)N1)N(CCCl)CCCl. Cell line: SNB-75. Synergy scores: CSS=65.5, Synergy_ZIP=8.16, Synergy_Bliss=7.66, Synergy_Loewe=-6.49, Synergy_HSA=9.91. (6) Drug 1: C1CC(C1)(C(=O)O)C(=O)O.[NH2-].[NH2-].[Pt+2]. Drug 2: C1=CC=C(C=C1)NC(=O)CCCCCCC(=O)NO. Cell line: HCT-15. Synergy scores: CSS=4.64, Synergy_ZIP=0.130, Synergy_Bliss=2.75, Synergy_Loewe=-2.56, Synergy_HSA=0.492. (7) Drug 1: CC1=C2C(C(=O)C3(C(CC4C(C3C(C(C2(C)C)(CC1OC(=O)C(C(C5=CC=CC=C5)NC(=O)OC(C)(C)C)O)O)OC(=O)C6=CC=CC=C6)(CO4)OC(=O)C)OC)C)OC. Drug 2: CCN(CC)CCCC(C)NC1=C2C=C(C=CC2=NC3=C1C=CC(=C3)Cl)OC. Cell line: HS 578T. Synergy scores: CSS=51.7, Synergy_ZIP=-0.112, Synergy_Bliss=-1.03, Synergy_Loewe=-14.1, Synergy_HSA=0.450. (8) Drug 2: COC1=C(C=C2C(=C1)N=CN=C2NC3=CC(=C(C=C3)F)Cl)OCCCN4CCOCC4. Synergy scores: CSS=46.4, Synergy_ZIP=-6.35, Synergy_Bliss=-7.63, Synergy_Loewe=-9.91, Synergy_HSA=-5.77. Cell line: ACHN. Drug 1: CNC(=O)C1=CC=CC=C1SC2=CC3=C(C=C2)C(=NN3)C=CC4=CC=CC=N4. (9) Drug 1: CC1C(C(CC(O1)OC2CC(CC3=C2C(=C4C(=C3O)C(=O)C5=C(C4=O)C(=CC=C5)OC)O)(C(=O)CO)O)N)O.Cl. Drug 2: CCN(CC)CCCC(C)NC1=C2C=C(C=CC2=NC3=C1C=CC(=C3)Cl)OC. Cell line: CAKI-1. Synergy scores: CSS=13.6, Synergy_ZIP=0.388, Synergy_Bliss=1.04, Synergy_Loewe=-6.06, Synergy_HSA=-2.19.